Predict the reaction yield, written as a fraction of the theoretical maximum amount of product (1.0 means a 100% yield; for example, 0.34 means a 34% yield). From a dataset of Reaction yield outcomes from USPTO patents with 853,638 reactions. The reactants are [C:1](Cl)(=[O:8])[C:2]1[CH:7]=[CH:6][CH:5]=[CH:4][CH:3]=1.[OH:10][CH2:11][C@@H:12]([C@H:14]([C@@H:16]([C@@H:18]([CH2:20][OH:21])[OH:19])[OH:17])[OH:15])[OH:13]. The catalyst is C(N(CC)CC)C. The product is [C:1]([O:21][CH2:20][C@@H:18]([C@H:16]([C@@H:14]([C@@H:12]([CH2:11][O:10][C:1](=[O:8])[C:2]1[CH:7]=[CH:6][CH:5]=[CH:4][CH:3]=1)[O:13][C:1](=[O:8])[C:2]1[CH:7]=[CH:6][CH:5]=[CH:4][CH:3]=1)[O:15][C:1](=[O:8])[C:2]1[CH:7]=[CH:6][CH:5]=[CH:4][CH:3]=1)[O:17][C:1](=[O:8])[C:2]1[CH:7]=[CH:6][CH:5]=[CH:4][CH:3]=1)[O:19][C:1](=[O:8])[C:2]1[CH:7]=[CH:6][CH:5]=[CH:4][CH:3]=1)(=[O:8])[C:2]1[CH:7]=[CH:6][CH:5]=[CH:4][CH:3]=1. The yield is 0.740.